From a dataset of Reaction yield outcomes from USPTO patents with 853,638 reactions. Predict the reaction yield, written as a fraction of the theoretical maximum amount of product (1.0 means a 100% yield; for example, 0.34 means a 34% yield). (1) The reactants are [C:1]([O:5][C:6]([NH:8][C@H:9]([CH2:29][C:30]1[CH:35]=[C:34]([F:36])[C:33]([F:37])=[CH:32][C:31]=1[F:38])[CH2:10][C:11]([N:13]1[CH2:18][CH2:17][N:16]2[C:19]([C:25]([F:28])([F:27])[F:26])=[N:20][C:21]([C:22](O)=[O:23])=[C:15]2[CH2:14]1)=[O:12])=[O:7])([CH3:4])([CH3:3])[CH3:2].[CH:39]1([NH2:42])[CH2:41][CH2:40]1.O=C1N(P(Cl)(N2CCOC2=O)=O)CCO1.C(N(CC)CC)C. The catalyst is ClCCl. The product is [C:1]([O:5][C:6](=[O:7])[NH:8][C@H:9]([CH2:29][C:30]1[CH:35]=[C:34]([F:36])[C:33]([F:37])=[CH:32][C:31]=1[F:38])[CH2:10][C:11]([N:13]1[CH2:18][CH2:17][N:16]2[C:19]([C:25]([F:28])([F:27])[F:26])=[N:20][C:21]([C:22](=[O:23])[NH:42][CH:39]3[CH2:41][CH2:40]3)=[C:15]2[CH2:14]1)=[O:12])([CH3:2])([CH3:3])[CH3:4]. The yield is 0.450. (2) The reactants are Cl[CH2:2][C:3]1[CH:4]=[C:5]([O:12][CH3:13])[C:6]2[O:10][CH2:9][O:8][C:7]=2[CH:11]=1.[C-:14]#[N:15].[Na+].O. The catalyst is CS(C)=O. The product is [CH3:13][O:12][C:5]1[C:6]2[O:10][CH2:9][O:8][C:7]=2[CH:11]=[C:3]([CH2:2][C:14]#[N:15])[CH:4]=1. The yield is 0.450. (3) The reactants are N[C:2]1[S:3][C:4]2[CH:10]=[C:9]([Cl:11])[CH:8]=[CH:7][C:5]=2[N:6]=1.N([O-])=O.[Na+].[Na+].[Cl-:17].CCOCC. The catalyst is OP(O)(O)=O.O.[O-]S([O-])(=O)=O.[Cu+2].[Cu](Cl)Cl. The product is [Cl:17][C:2]1[S:3][C:4]2[CH:10]=[C:9]([Cl:11])[CH:8]=[CH:7][C:5]=2[N:6]=1. The yield is 0.480. (4) The reactants are [F:1][C:2]1[CH:7]=[C:6]([F:8])[CH:5]=[CH:4][C:3]=1[C:9]([CH:12]1[CH2:17][CH2:16][N:15]([CH3:18])[CH2:14][CH2:13]1)=[N:10]O.C(O)=O. The catalyst is C1COCC1.[Zn]. The yield is 0.880. The product is [F:1][C:2]1[CH:7]=[C:6]([F:8])[CH:5]=[CH:4][C:3]=1[CH:9]([CH:12]1[CH2:17][CH2:16][N:15]([CH3:18])[CH2:14][CH2:13]1)[NH2:10]. (5) The reactants are [CH3:1][N:2]1[C:10]2[C:9]([O:11][CH2:12][C:13]3[CH:14]=[C:15]([CH:17]=[CH:18][CH:19]=3)[NH2:16])=[N:8][CH:7]=[N:6][C:5]=2[CH:4]=[CH:3]1.C(N(CC)CC)C.[C:27]([Cl:35])(=[O:34])[C:28]1[CH:33]=[CH:32][CH:31]=[CH:30][CH:29]=1.C(OC(=O)C)C.Cl. The catalyst is O1CCCC1.O. The product is [ClH:35].[CH3:1][N:2]1[C:10]2[C:9]([O:11][CH2:12][C:13]3[CH:14]=[C:15]([NH:16][C:27](=[O:34])[C:28]4[CH:33]=[CH:32][CH:31]=[CH:30][CH:29]=4)[CH:17]=[CH:18][CH:19]=3)=[N:8][CH:7]=[N:6][C:5]=2[CH:4]=[CH:3]1. The yield is 0.720. (6) The reactants are [CH3:1][NH:2][C:3]1[CH:13]=[CH:12][C:6]([C:7]([O:9][CH2:10][CH3:11])=[O:8])=[CH:5][C:4]=1[N+:14]([O-])=O. The catalyst is CO.[Pd]. The product is [NH2:14][C:4]1[CH:5]=[C:6]([CH:12]=[CH:13][C:3]=1[NH:2][CH3:1])[C:7]([O:9][CH2:10][CH3:11])=[O:8]. The yield is 0.820. (7) The reactants are CC([O-])(C)C.[Na+].Cl[C:8]1[CH:13]=[CH:12][C:11]([CH3:14])=[CH:10][CH:9]=1.[CH2:15]([NH2:22])[C:16]1[CH:21]=[CH:20][CH:19]=[CH:18][CH:17]=1. The catalyst is C1C=CC(/C=C/C(/C=C/C2C=CC=CC=2)=O)=CC=1.C1C=CC(/C=C/C(/C=C/C2C=CC=CC=2)=O)=CC=1.C1C=CC(/C=C/C(/C=C/C2C=CC=CC=2)=O)=CC=1.[Pd].[Pd].C1C=CC(P(C2C(C3C(P(C4C=CC=CC=4)C4C=CC=CC=4)=CC=C4C=3C=CC=C4)=C3C(C=CC=C3)=CC=2)C2C=CC=CC=2)=CC=1.C1(C)C=CC=CC=1. The product is [CH2:15]([NH:22][C:8]1[CH:13]=[CH:12][C:11]([CH3:14])=[CH:10][CH:9]=1)[C:16]1[CH:21]=[CH:20][CH:19]=[CH:18][CH:17]=1. The yield is 0.900. (8) The reactants are N1C(C2C=CC([C:12]3[C:21](C)=[CH:20][C:19]4[C:14](=[CH:15][CH:16]=[C:17]([O:23]C)[CH:18]=4)[N:13]=3)=CC=2)=NN=N1.B(Br)(Br)Br.C(Cl)[Cl:30]. No catalyst specified. The product is [Cl:30][C:12]1[CH:21]=[CH:20][C:19]2[C:14](=[CH:15][CH:16]=[C:17]([OH:23])[CH:18]=2)[N:13]=1. The yield is 0.700.